From a dataset of Catalyst prediction with 721,799 reactions and 888 catalyst types from USPTO. Predict which catalyst facilitates the given reaction. (1) Reactant: B(F)(F)F.CSC.C[O:9][C:10]1[CH:11]=[C:12]([C:17]2[N:21]([CH2:22][C:23]#[N:24])[N:20]=[CH:19][C:18]=2[C:25]2[CH:30]=[CH:29][N:28]=[C:27]([C:31]3[CH:36]=[CH:35][C:34]([C:37](=[O:39])[CH3:38])=[CH:33][CH:32]=3)[CH:26]=2)[CH:13]=[C:14]([CH3:16])[CH:15]=1. Product: [OH:9][C:10]1[CH:11]=[C:12]([C:17]2[N:21]([CH2:22][C:23]#[N:24])[N:20]=[CH:19][C:18]=2[C:25]2[CH:30]=[CH:29][N:28]=[C:27]([C:31]3[CH:32]=[CH:33][C:34]([C:37](=[O:39])[CH3:38])=[CH:35][CH:36]=3)[CH:26]=2)[CH:13]=[C:14]([CH3:16])[CH:15]=1. The catalyst class is: 4. (2) Reactant: [Li]CCCC.CC1(C)CCCC(C)(C)N1.[CH:16]1([C@H:20]([NH:22][C:23]2[N:31]=[C:30]([C:32]#[N:33])[N:29]=[C:28]3[C:24]=2[N:25]([CH2:34][C:35]2[CH:40]=[CH:39][C:38]([C:41]([F:44])([F:43])[F:42])=[CH:37][CH:36]=2)[CH:26]=[N:27]3)[CH3:21])[CH2:19][CH2:18][CH2:17]1.[CH:45](=[O:47])[CH3:46]. Product: [CH:16]1([C@H:20]([NH:22][C:23]2[N:31]=[C:30]([C:32]#[N:33])[N:29]=[C:28]3[C:24]=2[N:25]([CH2:34][C:35]2[CH:36]=[CH:37][C:38]([C:41]([F:42])([F:43])[F:44])=[CH:39][CH:40]=2)[C:26]([CH:45]([OH:47])[CH3:46])=[N:27]3)[CH3:21])[CH2:19][CH2:18][CH2:17]1. The catalyst class is: 1. (3) Reactant: [O:1]=[C:2]([CH2:8][CH2:9][CH2:10][CH2:11][CH2:12][CH2:13][CH2:14]/[CH:15]=[CH:16]\[CH2:17]/[CH:18]=[CH:19]\[CH2:20][CH2:21][CH2:22][CH2:23][CH3:24])[CH2:3][C:4]([O:6][CH3:7])=[O:5].[BH4-].[Na+]. Product: [OH:1][CH:2]([CH2:8][CH2:9][CH2:10][CH2:11][CH2:12][CH2:13][CH2:14]/[CH:15]=[CH:16]\[CH2:17]/[CH:18]=[CH:19]\[CH2:20][CH2:21][CH2:22][CH2:23][CH3:24])[CH2:3][C:4]([O:6][CH3:7])=[O:5]. The catalyst class is: 5. (4) Reactant: [H-].[Na+].[Br:3][C:4]1[CH:5]=[C:6]2[C:10](=[CH:11][CH:12]=1)[NH:9][CH:8]=[CH:7]2.[C:13]1(C)C=CC(S(OC)(=O)=O)=CC=1. Product: [Br:3][C:4]1[CH:5]=[C:6]2[C:10](=[CH:11][CH:12]=1)[N:9]([CH3:13])[CH:8]=[CH:7]2. The catalyst class is: 9. (5) The catalyst class is: 355. Product: [F:1][C:2]1[CH:11]=[CH:10][C:5]([C:6]([O:8][CH3:9])=[O:7])=[C:4]([O:12][CH2:18][CH:15]2[CH2:16][CH2:17][O:13][CH2:14]2)[CH:3]=1. Reactant: [F:1][C:2]1[CH:11]=[CH:10][C:5]([C:6]([O:8][CH3:9])=[O:7])=[C:4]([OH:12])[CH:3]=1.[O:13]1[CH2:17][CH2:16][CH:15]([CH2:18]O)[CH2:14]1.C(P(CCCC)CCCC)CCC.N(C(N1CCCCC1)=O)=NC(N1CCCCC1)=O. (6) Reactant: [CH3:1][C:2]1[CH:18]=[CH:17][C:5]([CH2:6][CH:7]2[CH2:12][CH2:11][N:10]([CH:13](C)[C:14]#[CH:15])[CH2:9][CH2:8]2)=[CH:4][CH:3]=1.Cl.[CH3:20][C:21]1[CH:33]=[CH:32][C:24](CN2CCCCC2)=[CH:23][CH:22]=1.C#CC(CS([O-])(=O)=[O:40])C.C(=O)([O-])[O-].[K+].[K+]. Product: [CH3:1][C:2]1[CH:3]=[CH:4][C:5]([CH2:6][CH:7]2[CH2:8][CH2:9][N:10]([CH2:13][CH2:14][C:15]#[C:20][C:21]3[CH:33]=[CH:32][C:24]([OH:40])=[CH:23][CH:22]=3)[CH2:11][CH2:12]2)=[CH:17][CH:18]=1. The catalyst class is: 10.